This data is from Forward reaction prediction with 1.9M reactions from USPTO patents (1976-2016). The task is: Predict the product of the given reaction. (1) The product is: [CH3:15][N:16]([CH3:21])[S:17]([N:1]1[CH:5]=[CH:4][N:3]=[C:2]1[CH2:6][N:7]1[CH2:12][CH2:11][O:10][CH2:9][CH2:8]1)(=[O:19])=[O:18]. Given the reactants [NH:1]1[CH:5]=[CH:4][N:3]=[C:2]1[CH2:6][N:7]1[CH2:12][CH2:11][O:10][CH2:9][CH2:8]1.[H-].[Na+].[CH3:15][N:16]([CH3:21])[S:17](Cl)(=[O:19])=[O:18].[NH4+].[Cl-], predict the reaction product. (2) Given the reactants [CH3:1][CH2:2][C:3]([C:5]([C:7]1[CH:8]=[CH:9][C:10]([O:15][CH2:16][C:17]([OH:19])=O)=[C:11]([Cl:14])[C:12]=1[Cl:13])=[O:6])=[CH2:4].CC(C)N=C=NC(C)C.[N:29]([CH2:32][CH2:33][CH2:34][NH2:35])=[N+:30]=[N-:31].CO, predict the reaction product. The product is: [N:29]([CH2:32][CH2:33][CH2:34][NH:35][C:17](=[O:19])[CH2:16][O:15][C:10]1[CH:9]=[CH:8][C:7]([C:5](=[O:6])[C:3](=[CH2:4])[CH2:2][CH3:1])=[C:12]([Cl:13])[C:11]=1[Cl:14])=[N+:30]=[N-:31]. (3) Given the reactants [CH3:1][S:2][C:3]1[CH:8]=[CH:7][C:6]([C:9](=[O:11])[CH3:10])=[CH:5][CH:4]=1.[H-].[Na+].[C:14](=O)([O:17]C)[O:15][CH3:16].C(O)(=O)C, predict the reaction product. The product is: [CH3:16][O:15][C:14](=[O:17])[CH2:10][C:9]([C:6]1[CH:7]=[CH:8][C:3]([S:2][CH3:1])=[CH:4][CH:5]=1)=[O:11]. (4) The product is: [N:31]1([C:16]2[CH:17]=[CH:18][C:13]([C:12]([NH:11][C:9]([NH:8][C:6](=[O:7])[C:5]3[CH:25]=[CH:26][C:2]([N:31]4[CH:35]=[CH:34][N:33]=[CH:32]4)=[C:3]([C:27]([F:30])([F:29])[F:28])[CH:4]=3)=[NH:10])=[O:24])=[CH:14][C:15]=2[C:20]([F:21])([F:23])[F:22])[CH:35]=[CH:34][N:33]=[CH:32]1. Given the reactants F[C:2]1[CH:26]=[CH:25][C:5]([C:6]([NH:8][C:9]([NH:11][C:12](=[O:24])[C:13]2[CH:18]=[CH:17][C:16](F)=[C:15]([C:20]([F:23])([F:22])[F:21])[CH:14]=2)=[NH:10])=[O:7])=[CH:4][C:3]=1[C:27]([F:30])([F:29])[F:28].[NH:31]1[CH:35]=[CH:34][N:33]=[CH:32]1.C(=O)([O-])[O-].[K+].[K+], predict the reaction product. (5) Given the reactants C(OC(=O)[C:5]1[CH:10]=[CH:9][C:8]([N:11]2[CH2:16][CH2:15][N:14]([C:17]3[C:26]4[C:21](=[CH:22][CH:23]=[CH:24][CH:25]=4)[C:20]([CH2:27][C:28]4[CH:33]=[CH:32][C:31]([F:34])=[CH:30][CH:29]=4)=[N:19][N:18]=3)[CH2:13][CH2:12]2)=[N:7][CH:6]=1)C.[CH3:36][Mg]I.[CH2:39]1[CH2:43][O:42]CC1, predict the reaction product. The product is: [F:34][C:31]1[CH:32]=[CH:33][C:28]([CH2:27][C:20]2[C:21]3[C:26](=[CH:25][CH:24]=[CH:23][CH:22]=3)[C:17]([N:14]3[CH2:13][CH2:12][N:11]([C:8]4[N:7]=[CH:6][C:5]([C:43]([OH:42])([CH3:39])[CH3:36])=[CH:10][CH:9]=4)[CH2:16][CH2:15]3)=[N:18][N:19]=2)=[CH:29][CH:30]=1. (6) The product is: [CH2:27]([C@H:26]1[C@@H:22]([N:21]2[C:3]3=[C:4]4[CH:10]=[CH:9][N:8]([S:11]([C:14]5[CH:15]=[CH:16][C:17]([CH3:18])=[CH:19][CH:20]=5)(=[O:12])=[O:13])[C:5]4=[N:6][CH:7]=[C:2]3[N:1]=[CH:36]2)[CH2:23][C@@H:24]([NH:29][S:30]([CH:33]2[CH2:35][CH2:34]2)(=[O:31])=[O:32])[CH2:25]1)[CH3:28]. Given the reactants [NH2:1][C:2]1[C:3]([NH:21][C@@H:22]2[C@H:26]([CH2:27][CH3:28])[CH2:25][C@H:24]([NH:29][S:30]([CH:33]3[CH2:35][CH2:34]3)(=[O:32])=[O:31])[CH2:23]2)=[C:4]2[CH:10]=[CH:9][N:8]([S:11]([C:14]3[CH:20]=[CH:19][C:17]([CH3:18])=[CH:16][CH:15]=3)(=[O:13])=[O:12])[C:5]2=[N:6][CH:7]=1.[CH:36](OC)(OC)OC.O.C1(C)C=CC(S(O)(=O)=O)=CC=1, predict the reaction product. (7) Given the reactants [CH:1]1([CH2:6][CH:7]([C:21]2[CH:26]=[CH:25][C:24]([S:27]([CH3:30])(=[O:29])=[O:28])=[CH:23][CH:22]=2)[C:8]([NH:10][C:11]2[S:12][C:13]([S:16][CH2:17][C:18](O)=[O:19])=[CH:14][N:15]=2)=[O:9])[CH2:5][CH2:4][CH2:3][CH2:2]1.ON1C(=O)C2C=CC=CC=2N=N1.Cl.CN(C)CCCN=C=NCC.[CH2:55]([NH:57][CH2:58][CH3:59])[CH3:56].CCN(C(C)C)C(C)C, predict the reaction product. The product is: [CH:1]1([CH2:6][CH:7]([C:21]2[CH:26]=[CH:25][C:24]([S:27]([CH3:30])(=[O:29])=[O:28])=[CH:23][CH:22]=2)[C:8]([NH:10][C:11]2[S:12][C:13]([S:16][CH2:17][C:18](=[O:19])[N:57]([CH2:58][CH3:59])[CH2:55][CH3:56])=[CH:14][N:15]=2)=[O:9])[CH2:5][CH2:4][CH2:3][CH2:2]1.